From a dataset of NCI-60 drug combinations with 297,098 pairs across 59 cell lines. Regression. Given two drug SMILES strings and cell line genomic features, predict the synergy score measuring deviation from expected non-interaction effect. (1) Drug 1: C#CCC(CC1=CN=C2C(=N1)C(=NC(=N2)N)N)C3=CC=C(C=C3)C(=O)NC(CCC(=O)O)C(=O)O. Drug 2: N.N.Cl[Pt+2]Cl. Cell line: RPMI-8226. Synergy scores: CSS=54.5, Synergy_ZIP=-0.692, Synergy_Bliss=-2.43, Synergy_Loewe=2.84, Synergy_HSA=0.775. (2) Drug 1: CC1=CC2C(CCC3(C2CCC3(C(=O)C)OC(=O)C)C)C4(C1=CC(=O)CC4)C. Drug 2: CN(C)N=NC1=C(NC=N1)C(=O)N. Cell line: MOLT-4. Synergy scores: CSS=2.42, Synergy_ZIP=-5.48, Synergy_Bliss=-10.1, Synergy_Loewe=-7.98, Synergy_HSA=-6.36. (3) Drug 1: C1=CC(=C2C(=C1NCCNCCO)C(=O)C3=C(C=CC(=C3C2=O)O)O)NCCNCCO. Drug 2: C1=CC(=CC=C1CC(C(=O)O)N)N(CCCl)CCCl.Cl. Cell line: MDA-MB-231. Synergy scores: CSS=36.9, Synergy_ZIP=-0.877, Synergy_Bliss=3.10, Synergy_Loewe=-5.32, Synergy_HSA=5.75. (4) Drug 1: CCN(CC)CCCC(C)NC1=C2C=C(C=CC2=NC3=C1C=CC(=C3)Cl)OC. Drug 2: COC1=C2C(=CC3=C1OC=C3)C=CC(=O)O2. Cell line: NCIH23. Synergy scores: CSS=32.1, Synergy_ZIP=-6.69, Synergy_Bliss=-2.63, Synergy_Loewe=-8.19, Synergy_HSA=-0.226. (5) Drug 1: CC1C(C(CC(O1)OC2CC(CC3=C2C(=C4C(=C3O)C(=O)C5=C(C4=O)C(=CC=C5)OC)O)(C(=O)CO)O)N)O.Cl. Drug 2: C1=NC2=C(N1)C(=S)N=C(N2)N. Cell line: NCIH23. Synergy scores: CSS=56.5, Synergy_ZIP=-3.94, Synergy_Bliss=-2.13, Synergy_Loewe=-6.64, Synergy_HSA=-1.58. (6) Drug 1: C1CNP(=O)(OC1)N(CCCl)CCCl. Drug 2: CC1C(C(CC(O1)OC2CC(CC3=C2C(=C4C(=C3O)C(=O)C5=CC=CC=C5C4=O)O)(C(=O)C)O)N)O. Cell line: M14. Synergy scores: CSS=38.4, Synergy_ZIP=0.665, Synergy_Bliss=-0.591, Synergy_Loewe=-66.5, Synergy_HSA=-1.15. (7) Drug 1: C1=CC(=CC=C1CC(C(=O)O)N)N(CCCl)CCCl.Cl. Drug 2: C1C(C(OC1N2C=NC3=C(N=C(N=C32)Cl)N)CO)O. Cell line: MALME-3M. Synergy scores: CSS=9.26, Synergy_ZIP=-2.98, Synergy_Bliss=-0.517, Synergy_Loewe=-4.33, Synergy_HSA=-2.70.